From a dataset of Peptide-MHC class I binding affinity with 185,985 pairs from IEDB/IMGT. Regression. Given a peptide amino acid sequence and an MHC pseudo amino acid sequence, predict their binding affinity value. This is MHC class I binding data. (1) The peptide sequence is KIVPLPPMY. The MHC is HLA-A02:19 with pseudo-sequence HLA-A02:19. The binding affinity (normalized) is 0.0847. (2) The peptide sequence is WASARFSWLSL. The MHC is Patr-B0101 with pseudo-sequence Patr-B0101. The binding affinity (normalized) is 0.625.